Dataset: Reaction yield outcomes from USPTO patents with 853,638 reactions. Task: Predict the reaction yield, written as a fraction of the theoretical maximum amount of product (1.0 means a 100% yield; for example, 0.34 means a 34% yield). (1) The reactants are [NH2:1][C@H:2]1[CH2:7][CH2:6][C@H:5]([C:8](O)=[O:9])[CH2:4][CH2:3]1.[H-].COCCO[Al+]OCCOC.[Na+].[H-].C1(C)C=CC=CC=1.[OH-].[Na+]. The catalyst is C1(C)C=CC=CC=1. The product is [NH2:1][C@H:2]1[CH2:7][CH2:6][C@H:5]([CH2:8][OH:9])[CH2:4][CH2:3]1. The yield is 0.600. (2) The reactants are [F:1][C:2]1[CH:27]=[CH:26][CH:25]=[C:24]([F:28])[C:3]=1[CH2:4][N:5]1[C:9]2[CH:10]=[CH:11][CH:12]=[C:13]([C:14]#[N:15])[C:8]=2[N:7]=[C:6]1[C:16]1[C:21]([F:22])=[CH:20][CH:19]=[CH:18][C:17]=1[F:23].C([O-])([O-])=[O:30].[Na+].[Na+].OO. The catalyst is C(O)C. The product is [F:1][C:2]1[CH:27]=[CH:26][CH:25]=[C:24]([F:28])[C:3]=1[CH2:4][N:5]1[C:9]2[CH:10]=[CH:11][CH:12]=[C:13]([C:14]([NH2:15])=[O:30])[C:8]=2[N:7]=[C:6]1[C:16]1[C:17]([F:23])=[CH:18][CH:19]=[CH:20][C:21]=1[F:22]. The yield is 0.720. (3) The reactants are [OH:1][C@:2]12[CH2:11][CH2:10][CH2:9][CH2:8][C@H:7]1[O:6][C@@H:5]([C:12]1[CH:17]=[CH:16][N:15]=[CH:14][C:13]=1[N+:18]([O-:20])=[O:19])[CH2:4][C:3]2=[O:21].[BH4-].[Na+]. The catalyst is CO. The product is [N+:18]([C:13]1[CH:14]=[N:15][CH:16]=[CH:17][C:12]=1[C@H:5]1[CH2:4][C@@H:3]([OH:21])[C@:2]2([OH:1])[C@@H:7]([CH2:8][CH2:9][CH2:10][CH2:11]2)[O:6]1)([O-:20])=[O:19]. The yield is 0.890. (4) The reactants are [Si]([O:8][CH:9]([CH2:20][O:21][C:22]1[CH:27]=[CH:26][CH:25]=[C:24]([C:28]2[N:33]=[C:32](Cl)[C:31]([CH3:35])=[C:30]([NH:36][CH:37]3[CH2:42][CH2:41][O:40][CH2:39][CH2:38]3)[N:29]=2)[CH:23]=1)[CH2:10][N:11]([CH3:19])[C:12](=[O:18])[O:13][C:14]([CH3:17])([CH3:16])[CH3:15])(C(C)(C)C)(C)C.[CH3:43][CH:44](C1C=C(C(C)C)C(C2C=CC=CC=2P(C2CCCCC2)C2CCCCC2)=C(C(C)C)C=1)[CH3:45].C[Si](C)(C)C#CC.CCCC[N+](CCCC)(CCCC)CCCC.[F-]. The catalyst is CCN(CC)CC.O.CC#N.CC#N.Cl[Pd]Cl. The product is [OH:8][CH:9]([CH2:20][O:21][C:22]1[CH:27]=[CH:26][CH:25]=[C:24]([C:28]2[N:33]=[C:32]([C:43]#[C:44][CH3:45])[C:31]([CH3:35])=[C:30]([NH:36][CH:37]3[CH2:38][CH2:39][O:40][CH2:41][CH2:42]3)[N:29]=2)[CH:23]=1)[CH2:10][N:11]([CH3:19])[C:12](=[O:18])[O:13][C:14]([CH3:15])([CH3:16])[CH3:17]. The yield is 0.730. (5) The reactants are [C:1]([NH:18][C@H:19]([C:23](O)=[O:24])[CH2:20][CH2:21][CH3:22])([O:3][CH2:4][CH:5]1[C:17]2[C:12](=[CH:13][CH:14]=[CH:15][CH:16]=2)[C:11]2[C:6]1=[CH:7][CH:8]=[CH:9][CH:10]=2)=[O:2].S(Cl)(Cl)=O. The catalyst is CO.C(OC(=O)C)C. The product is [CH:7]1[C:6]2[CH:5]([CH2:4][O:3][C:1]([NH:18][C@H:19]([CH:23]=[O:24])[CH2:20][CH2:21][CH3:22])=[O:2])[C:17]3[C:12](=[CH:13][CH:14]=[CH:15][CH:16]=3)[C:11]=2[CH:10]=[CH:9][CH:8]=1. The yield is 1.00. (6) The reactants are [CH3:1][CH:2]([CH2:7][C@H:8]([C@@H:10]1[C@:27]2([CH3:28])[C@H:13]([C@H:14]3[C@H:24]([CH2:25][CH2:26]2)[C@:22]2([CH3:23])[C@@H:17]([CH2:18][C@H:19]([OH:29])[CH2:20][CH2:21]2)[CH2:16][C@H:15]3[OH:30])[CH2:12][CH2:11]1)[CH3:9])[C:3]([O:5]C)=[O:4].[OH-].[Na+].Cl. The catalyst is CO. The product is [CH3:1][C@@H:2]([CH2:7][C@H:8]([C@@H:10]1[C@:27]2([CH3:28])[C@H:13]([C@H:14]3[C@H:24]([CH2:25][CH2:26]2)[C@:22]2([CH3:23])[C@@H:17]([CH2:18][C@H:19]([OH:29])[CH2:20][CH2:21]2)[CH2:16][C@H:15]3[OH:30])[CH2:12][CH2:11]1)[CH3:9])[C:3]([OH:5])=[O:4].[CH3:1][C@H:2]([CH2:7][C@H:8]([C@@H:10]1[C@:27]2([CH3:28])[C@H:13]([C@H:14]3[C@H:24]([CH2:25][CH2:26]2)[C@:22]2([CH3:23])[C@@H:17]([CH2:18][C@H:19]([OH:29])[CH2:20][CH2:21]2)[CH2:16][C@H:15]3[OH:30])[CH2:12][CH2:11]1)[CH3:9])[C:3]([OH:5])=[O:4]. The yield is 0.650.